The task is: Binary Classification. Given a drug SMILES string, predict its activity (active/inactive) in a high-throughput screening assay against a specified biological target.. This data is from Orexin1 receptor HTS with 218,158 compounds and 233 confirmed actives. (1) The compound is FC(F)(F)C1(NC(=O)C)C(=O)N(C2CCCC2)C(=C1C(OC)=O)C. The result is 0 (inactive). (2) The compound is S(c1[nH]n2C(C(=C(N=c2n1)C)C(=O)Nc1c(cc(cc1)C)C)c1cc(F)ccc1)C. The result is 0 (inactive). (3) The molecule is S(=O)(=O)(N1CCC(CC1)C(=O)NC(C(C)C)C(=O)NCc1ncccc1)c1ccccc1. The result is 0 (inactive). (4) The drug is O=C1N(CCC)C(=O)c2c1cc(cc2)C(=O)Nc1cc(ccc1O)C. The result is 0 (inactive). (5) The compound is Brc1ccc(S(=O)(=O)N(CC(=O)NCc2ncccc2)C)cc1. The result is 0 (inactive). (6) The compound is S(c1nc(c(nn1)c1ccccc1)c1ccccc1)C. The result is 0 (inactive).